This data is from Retrosynthesis with 50K atom-mapped reactions and 10 reaction types from USPTO. The task is: Predict the reactants needed to synthesize the given product. (1) Given the product CNS(=O)(=O)c1ccccc1Nc1nc(Cl)ncc1[N+](=O)[O-], predict the reactants needed to synthesize it. The reactants are: CNS(=O)(=O)c1ccccc1N.O=[N+]([O-])c1cnc(Cl)nc1Cl. (2) Given the product COC(=O)CCc1ccc(C#Cc2ccncc2)cc1, predict the reactants needed to synthesize it. The reactants are: Brc1ccncc1.C#Cc1ccc(CCC(=O)OC)cc1.